Dataset: Peptide-MHC class I binding affinity with 185,985 pairs from IEDB/IMGT. Task: Regression. Given a peptide amino acid sequence and an MHC pseudo amino acid sequence, predict their binding affinity value. This is MHC class I binding data. (1) The peptide sequence is MMWATAQAL. The MHC is HLA-B40:13 with pseudo-sequence HLA-B40:13. The binding affinity (normalized) is 0.504. (2) The peptide sequence is SPADERAVA. The MHC is HLA-A02:01 with pseudo-sequence HLA-A02:01. The binding affinity (normalized) is 0.0847. (3) The peptide sequence is GVDGLGVSV. The MHC is HLA-B18:01 with pseudo-sequence HLA-B18:01. The binding affinity (normalized) is 0.0847. (4) The peptide sequence is TELKYSWKTW. The MHC is HLA-A32:01 with pseudo-sequence HLA-A32:01. The binding affinity (normalized) is 0.227.